From a dataset of NCI-60 drug combinations with 297,098 pairs across 59 cell lines. Regression. Given two drug SMILES strings and cell line genomic features, predict the synergy score measuring deviation from expected non-interaction effect. (1) Drug 1: CC(C1=C(C=CC(=C1Cl)F)Cl)OC2=C(N=CC(=C2)C3=CN(N=C3)C4CCNCC4)N. Drug 2: C1=CN(C=N1)CC(O)(P(=O)(O)O)P(=O)(O)O. Cell line: M14. Synergy scores: CSS=1.70, Synergy_ZIP=1.81, Synergy_Bliss=5.88, Synergy_Loewe=2.14, Synergy_HSA=2.40. (2) Drug 1: C1CCC(CC1)NC(=O)N(CCCl)N=O. Drug 2: C1=CN(C=N1)CC(O)(P(=O)(O)O)P(=O)(O)O. Cell line: A549. Synergy scores: CSS=0.158, Synergy_ZIP=-7.02, Synergy_Bliss=-15.2, Synergy_Loewe=-17.0, Synergy_HSA=-16.1. (3) Drug 1: CCCS(=O)(=O)NC1=C(C(=C(C=C1)F)C(=O)C2=CNC3=C2C=C(C=N3)C4=CC=C(C=C4)Cl)F. Drug 2: C1=C(C(=O)NC(=O)N1)F. Cell line: PC-3. Synergy scores: CSS=30.6, Synergy_ZIP=3.17, Synergy_Bliss=2.50, Synergy_Loewe=-0.613, Synergy_HSA=1.43.